Dataset: Forward reaction prediction with 1.9M reactions from USPTO patents (1976-2016). Task: Predict the product of the given reaction. (1) Given the reactants C([Li])(CC)C.[N:6]1([C:15]([O:17][C:18]([CH3:21])([CH3:20])[CH3:19])=[O:16])[C:14]2[C:9](=[CH:10][CH:11]=[CH:12][CH:13]=2)[CH2:8][CH2:7]1.CN(CCN(C)C)C.[C:30](O[C:30]([O:32][C:33]([CH3:36])([CH3:35])[CH3:34])=[O:31])([O:32][C:33]([CH3:36])([CH3:35])[CH3:34])=[O:31], predict the reaction product. The product is: [N:6]1([C:15]([O:17][C:18]([CH3:21])([CH3:20])[CH3:19])=[O:16])[C:14]2[C:9](=[CH:10][CH:11]=[CH:12][C:13]=2[C:30]([O:32][C:33]([CH3:36])([CH3:35])[CH3:34])=[O:31])[CH2:8][CH2:7]1. (2) Given the reactants [F:1][C:2]1[CH:24]=[C:23]([F:25])[CH:22]=[CH:21][C:3]=1[CH2:4][N:5]1[C:9]2=[CH:10][N:11]=[C:12]([C:14]([OH:16])=O)[CH:13]=[C:8]2[C:7]([CH2:17][N:18](C)[CH3:19])=[CH:6]1.Cl.[CH3:27][O:28][NH2:29], predict the reaction product. The product is: [F:1][C:2]1[CH:24]=[C:23]([F:25])[CH:22]=[CH:21][C:3]=1[CH2:4][N:5]1[C:9]2=[CH:10][N:11]=[C:12]([C:14]([NH:29][O:28][CH3:27])=[O:16])[CH:13]=[C:8]2[C:7]([CH2:17][NH:18][CH3:19])=[CH:6]1.